This data is from Catalyst prediction with 721,799 reactions and 888 catalyst types from USPTO. The task is: Predict which catalyst facilitates the given reaction. (1) Reactant: [CH3:1][O:2][C:3]([C:5]1[CH:6]=[C:7]([NH2:15])[C:8]2[N:9]([C:11]([CH3:14])=[N:12][N:13]=2)[CH:10]=1)=[O:4].[CH2:16]([C:18]1[CH:25]=[CH:24][CH:23]=[C:22]([CH3:26])[C:19]=1[CH2:20]Cl)[CH3:17].[H-].[Na+]. Product: [CH3:1][O:2][C:3]([C:5]1[CH:6]=[C:7]([NH:15][CH2:20][C:19]2[C:22]([CH3:26])=[CH:23][CH:24]=[CH:25][C:18]=2[CH2:16][CH3:17])[C:8]2[N:9]([C:11]([CH3:14])=[N:12][N:13]=2)[CH:10]=1)=[O:4]. The catalyst class is: 3. (2) Reactant: [NH:1]1[CH2:6][CH2:5][C:4](=O)[CH2:3][C:2]1=[O:8].[F:9][C:10]1[CH:16]=[CH:15][C:13]([NH2:14])=[CH:12][CH:11]=1.CO. Product: [F:9][C:10]1[CH:16]=[CH:15][C:13]([NH:14][C:4]2[CH2:5][CH2:6][NH:1][C:2](=[O:8])[CH:3]=2)=[CH:12][CH:11]=1. The catalyst class is: 158.